From a dataset of Catalyst prediction with 721,799 reactions and 888 catalyst types from USPTO. Predict which catalyst facilitates the given reaction. (1) Reactant: [H-].[Na+].F[C:4]1[CH:9]=[CH:8][C:7]([N+:10]([O-:12])=[O:11])=[CH:6][CH:5]=1.[F:13][C:14]1[CH:19]=[CH:18][CH:17]=[C:16]([F:20])[C:15]=1[OH:21]. Product: [F:13][C:14]1[CH:19]=[CH:18][CH:17]=[C:16]([F:20])[C:15]=1[O:21][C:4]1[CH:9]=[CH:8][C:7]([N+:10]([O-:12])=[O:11])=[CH:6][CH:5]=1. The catalyst class is: 35. (2) Reactant: CN(C(ON1N=NC2C=CC=CC1=2)=[N+](C)C)C.[B-](F)(F)(F)F.C(N(CC)CC)C.[NH2:30][C:31]1[C:32]([C:38]([OH:40])=O)=[N:33][C:34]([Br:37])=[CH:35][N:36]=1.[C:41]([NH:49][NH2:50])(=[O:48])[C:42]1[CH:47]=[CH:46][CH:45]=[CH:44][CH:43]=1. Product: [NH2:30][C:31]1[C:32]([C:38]([NH:50][NH:49][C:41]([C:42]2[CH:47]=[CH:46][CH:45]=[CH:44][CH:43]=2)=[O:48])=[O:40])=[N:33][C:34]([Br:37])=[CH:35][N:36]=1. The catalyst class is: 18. (3) Reactant: [CH2:1]([O:4][C:5]1[CH:14]=[C:13]2[C:8]([CH:9]=[CH:10][C:11](=O)[O:12]2)=[CH:7][CH:6]=1)[C:2]#[CH:3].COC1C=CC(P2(SP(C3C=CC(OC)=CC=3)(=S)S2)=[S:25])=CC=1. Product: [CH2:1]([O:4][C:5]1[CH:14]=[C:13]2[C:8]([CH:9]=[CH:10][C:11](=[S:25])[O:12]2)=[CH:7][CH:6]=1)[C:2]#[CH:3]. The catalyst class is: 11. (4) Reactant: [C:1]([C:3]1[CH:31]=[CH:30][C:6]([CH2:7][C@@:8]2([CH3:29])[N:12]3[C:13]([C:16](O)=[O:17])=[CH:14][N:15]=[C:11]3[N:10]([C:19]3[CH:24]=[C:23]([Cl:25])[C:22]([F:26])=[C:21]([Cl:27])[CH:20]=3)[C:9]2=[O:28])=[CH:5][CH:4]=1)#[N:2].CN(C(ON1N=NC2C=CC=NC1=2)=[N+](C)C)C.F[P-](F)(F)(F)(F)F.C(N(C(C)C)CC)(C)C.Cl.[CH2:66]([O:69][C:70]([C:72]1([NH2:75])[CH2:74][CH2:73]1)=[O:71])[CH:67]=[CH2:68]. Product: [CH2:66]([O:69][C:70]([C:72]1([NH:75][C:16]([C:13]2[N:12]3[C@@:8]([CH2:7][C:6]4[CH:30]=[CH:31][C:3]([C:1]#[N:2])=[CH:4][CH:5]=4)([CH3:29])[C:9](=[O:28])[N:10]([C:19]4[CH:20]=[C:21]([Cl:27])[C:22]([F:26])=[C:23]([Cl:25])[CH:24]=4)[C:11]3=[N:15][CH:14]=2)=[O:17])[CH2:74][CH2:73]1)=[O:71])[CH:67]=[CH2:68]. The catalyst class is: 1. (5) Reactant: [Cl:1][CH2:2][CH2:3][CH2:4][C:5]([C:7]1[C:15]2[C:10](=[CH:11][CH:12]=[C:13]([C:16]#[N:17])[CH:14]=2)[NH:9][CH:8]=1)=O.[BH4-].[Na+].[Al+3].[Cl-].[Cl-].[Cl-].O. The catalyst class is: 1. Product: [Cl:1][CH2:2][CH2:3][CH2:4][CH2:5][C:7]1[C:15]2[C:10](=[CH:11][CH:12]=[C:13]([C:16]#[N:17])[CH:14]=2)[NH:9][CH:8]=1. (6) Reactant: [NH2:1][C:2]1[N:7]=[C:6]([Cl:8])[C:5]([CH:9]=[O:10])=[C:4](Cl)[N:3]=1.CCN(C(C)C)C(C)C.[CH3:21][C@H:22]1[CH2:27][N:26]([C:28]([O:30][C:31]([CH3:34])([CH3:33])[CH3:32])=[O:29])[CH2:25][CH2:24][NH:23]1. Product: [NH2:1][C:2]1[N:3]=[C:4]([N:23]2[CH2:24][CH2:25][N:26]([C:28]([O:30][C:31]([CH3:34])([CH3:33])[CH3:32])=[O:29])[CH2:27][C@@H:22]2[CH3:21])[C:5]([CH:9]=[O:10])=[C:6]([Cl:8])[N:7]=1. The catalyst class is: 3. (7) The catalyst class is: 189. Reactant: [NH2:1][C:2]1[C:11]2[N:12]=[C:13]([CH2:20][O:21][CH2:22][CH3:23])[N:14]([CH2:15][C:16]([CH3:19])([OH:18])[CH3:17])[C:10]=2[C:9]2[N:8]=[CH:7][C:6](Br)=[CH:5][C:4]=2[N:3]=1.[OH:25][CH2:26][C:27]1[CH:28]=[C:29](B(O)O)[CH:30]=[CH:31][CH:32]=1.C(=O)([O-])[O-].[K+].[K+].COCCOC. Product: [NH2:1][C:2]1[C:11]2[N:12]=[C:13]([CH2:20][O:21][CH2:22][CH3:23])[N:14]([CH2:15][C:16]([CH3:19])([OH:18])[CH3:17])[C:10]=2[C:9]2[N:8]=[CH:7][C:6]([C:31]3[CH:30]=[CH:29][CH:28]=[C:27]([CH2:26][OH:25])[CH:32]=3)=[CH:5][C:4]=2[N:3]=1.